The task is: Predict which catalyst facilitates the given reaction.. This data is from Catalyst prediction with 721,799 reactions and 888 catalyst types from USPTO. (1) Reactant: [NH2:1][N:2]1[CH:6]=[CH:5][CH:4]=[C:3]1[C:7]([NH2:9])=[O:8].[CH2:10]([O:17][C:18]([N:20]1[CH2:24][CH2:23][CH2:22][C@@H:21]1[C:25](O)=[O:26])=[O:19])[C:11]1[CH:16]=[CH:15][CH:14]=[CH:13][CH:12]=1.Cl.CN(C)CCCN=C=NCC. Product: [C:7]([C:3]1[N:2]([NH:1][C:25]([C@H:21]2[CH2:22][CH2:23][CH2:24][N:20]2[C:18]([O:17][CH2:10][C:11]2[CH:16]=[CH:15][CH:14]=[CH:13][CH:12]=2)=[O:19])=[O:26])[CH:6]=[CH:5][CH:4]=1)(=[O:8])[NH2:9]. The catalyst class is: 1. (2) Reactant: C(N(CC)CC)C.Cl[C:9](=[N:16][OH:17])[C:10]1[CH:15]=[CH:14][CH:13]=[CH:12][CH:11]=1.[CH2:18]([OH:21])[C:19]#[CH:20].O. Product: [C:10]1([C:9]2[CH:20]=[C:19]([CH2:18][OH:21])[O:17][N:16]=2)[CH:15]=[CH:14][CH:13]=[CH:12][CH:11]=1. The catalyst class is: 7. (3) Reactant: [N+:1]([C:4]1[C:5]([O:22]CC2C=CC=CC=2)=[C:6]([NH:10][C:11]2[CH:12]=[C:13]([CH:19]=[CH:20][CH:21]=2)[C:14]([O:16][CH2:17][CH3:18])=[O:15])[CH:7]=[CH:8][CH:9]=1)([O-])=O. Product: [NH2:1][C:4]1[C:5]([OH:22])=[C:6]([NH:10][C:11]2[CH:12]=[C:13]([CH:19]=[CH:20][CH:21]=2)[C:14]([O:16][CH2:17][CH3:18])=[O:15])[CH:7]=[CH:8][CH:9]=1. The catalyst class is: 29. (4) Reactant: [Br:1][C:2]1[CH:3]=[C:4]([N+:15]([O-:17])=[O:16])[C:5]([NH:8][CH:9]2[CH2:14][CH2:13][NH:12][CH2:11][CH2:10]2)=[N:6][CH:7]=1.Cl[C:19]1[N:24]=[CH:23][C:22]([CH2:25][CH3:26])=[CH:21][N:20]=1.C([O-])([O-])=O.[K+].[K+].O. Product: [Br:1][C:2]1[CH:3]=[C:4]([N+:15]([O-:17])=[O:16])[C:5]([NH:8][CH:9]2[CH2:14][CH2:13][N:12]([C:19]3[N:24]=[CH:23][C:22]([CH2:25][CH3:26])=[CH:21][N:20]=3)[CH2:11][CH2:10]2)=[N:6][CH:7]=1. The catalyst class is: 3. (5) Product: [Cl:8][C:5]1[CH:6]=[CH:7][C:2]([NH2:1])=[C:3]([C:9]([C:11]2[CH:16]=[CH:15][CH:14]=[C:13]([O:17][CH3:18])[C:12]=2[O:19][CH3:20])=[CH2:22])[CH:4]=1. The catalyst class is: 7. Reactant: [NH2:1][C:2]1[CH:7]=[CH:6][C:5]([Cl:8])=[CH:4][C:3]=1[C:9]([C:11]1[CH:16]=[CH:15][CH:14]=[C:13]([O:17][CH3:18])[C:12]=1[O:19][CH3:20])=O.[I-].[CH3:22][P+](C1C=CC=CC=1)(C1C=CC=CC=1)C1C=CC=CC=1.CC(C)([O-])C.[K+].O. (6) Reactant: Cl[C:2]1[C:7]([C:8]2[CH:13]=[CH:12][CH:11]=[CH:10][C:9]=2C(F)(F)F)=[CH:6][C:5]([O:18][CH3:19])=[C:4]([C:20]([N:22]2[C:28]3[CH:29]=[CH:30][CH:31]=[CH:32][C:27]=3[CH2:26][N:25]3[C:33]([C:36]([N:38]([CH3:50])[CH2:39][C@H:40]([OH:49])[C@@H:41]([OH:48])[C@H:42]([OH:47])[C@H](O)CO)=[O:37])=[CH:34][CH:35]=[C:24]3[CH2:23]2)=[O:21])[CH:3]=1.[F:51]C1C=CC=CC=1B(O)O.[C:61](=[O:64])([O-])[O-].[K+].[K+].[ClH:67].CN(C)[CH:70]=[O:71]. Product: [OH:71][CH:70]([CH2:61][OH:64])[CH2:50][N:38]([CH2:39][CH:40]([OH:49])[CH:41]([OH:48])[CH2:42][OH:47])[C:36]([C:33]1[N:25]2[C:24]([CH2:23][N:22]([C:20]([C:4]3[CH:3]=[C:2]([Cl:67])[C:7]([C:8]4[CH:13]=[CH:12][CH:11]=[CH:10][C:9]=4[F:51])=[CH:6][C:5]=3[O:18][CH3:19])=[O:21])[C:28]3[CH:29]=[CH:30][CH:31]=[CH:32][C:27]=3[CH2:26]2)=[CH:35][CH:34]=1)=[O:37]. The catalyst class is: 492. (7) Reactant: [Cl:1][C:2]1[CH:3]=[C:4]2[C:9](=[CH:10][CH:11]=1)[NH:8][CH:7]([C:12]1[CH:13]=[C:14]([NH2:18])[CH:15]=[CH:16][CH:17]=1)[CH2:6][C:5]2([CH3:20])[CH3:19].[F:21][C:22]1[CH:27]=[CH:26][C:25]([S:28](Cl)(=[O:30])=[O:29])=[CH:24][CH:23]=1. Product: [Cl:1][C:2]1[CH:3]=[C:4]2[C:9](=[CH:10][CH:11]=1)[NH:8][CH:7]([C:12]1[CH:13]=[C:14]([NH:18][S:28]([C:25]3[CH:26]=[CH:27][C:22]([F:21])=[CH:23][CH:24]=3)(=[O:30])=[O:29])[CH:15]=[CH:16][CH:17]=1)[CH2:6][C:5]2([CH3:20])[CH3:19]. The catalyst class is: 17.